Dataset: Forward reaction prediction with 1.9M reactions from USPTO patents (1976-2016). Task: Predict the product of the given reaction. (1) Given the reactants [NH2:1][C:2]1[CH:10]=[CH:9][C:8]([CH2:11][NH:12][C:13]([O:15][C:16]([CH3:19])([CH3:18])[CH3:17])=[O:14])=[CH:7][C:3]=1[C:4]([OH:6])=O.N1[CH:24]=[CH:23]N=C1.C(Cl)(=O)C.Cl.[NH2:30][CH:31]1[CH2:36][CH2:35][C:34](=[O:37])[NH:33][C:32]1=[O:38].P(OC1C=CC=CC=1)(OC1C=CC=CC=1)OC1C=CC=CC=1, predict the reaction product. The product is: [C:16]([O:15][C:13](=[O:14])[NH:12][CH2:11][C:8]1[CH:7]=[C:3]2[C:2](=[CH:10][CH:9]=1)[N:1]=[C:23]([CH3:24])[N:30]([CH:31]1[CH2:36][CH2:35][C:34](=[O:37])[NH:33][C:32]1=[O:38])[C:4]2=[O:6])([CH3:19])([CH3:18])[CH3:17]. (2) Given the reactants [CH2:1]([NH:8][C:9](=[O:15])[CH:10]([NH2:14])[CH2:11][O:12][CH3:13])[C:2]1[CH:7]=[CH:6][CH:5]=[CH:4][CH:3]=1.[C:16](OCC)(=[O:18])[CH3:17], predict the reaction product. The product is: [CH2:1]([NH:8][C:9](=[O:15])[C@H:10]([NH:14][C:16](=[O:18])[CH3:17])[CH2:11][O:12][CH3:13])[C:2]1[CH:7]=[CH:6][CH:5]=[CH:4][CH:3]=1.